This data is from NCI-60 drug combinations with 297,098 pairs across 59 cell lines. The task is: Regression. Given two drug SMILES strings and cell line genomic features, predict the synergy score measuring deviation from expected non-interaction effect. Cell line: RPMI-8226. Synergy scores: CSS=-9.04, Synergy_ZIP=1.33, Synergy_Bliss=-2.44, Synergy_Loewe=-7.31, Synergy_HSA=-7.34. Drug 2: C1CNP(=O)(OC1)N(CCCl)CCCl. Drug 1: C1CCC(C1)C(CC#N)N2C=C(C=N2)C3=C4C=CNC4=NC=N3.